The task is: Predict which catalyst facilitates the given reaction.. This data is from Catalyst prediction with 721,799 reactions and 888 catalyst types from USPTO. (1) Reactant: Cl[C:2]1[CH:7]=[N:6][CH:5]=[C:4]([O:8][C:9]2[CH:14]=[CH:13][C:12]([NH:15][C:16](=[O:18])[CH3:17])=[CH:11][CH:10]=2)[N:3]=1.[CH3:19][O:20][C:21]1[CH:22]=[C:23]([CH:25]=[C:26]([O:30][CH3:31])[C:27]=1[O:28][CH3:29])[NH2:24]. Product: [CH3:31][O:30][C:26]1[CH:25]=[C:23]([NH:24][C:2]2[CH:7]=[N:6][CH:5]=[C:4]([O:8][C:9]3[CH:14]=[CH:13][C:12]([NH:15][C:16](=[O:18])[CH3:17])=[CH:11][CH:10]=3)[N:3]=2)[CH:22]=[C:21]([O:20][CH3:19])[C:27]=1[O:28][CH3:29]. The catalyst class is: 25. (2) Reactant: [F:1][C:2]1[CH:7]=[CH:6][C:5]([C:8]2[CH:9]=[C:10]([CH:13]=[CH:14][C:15]=2[O:16]C)[CH:11]=[O:12])=[CH:4][C:3]=1[S:18]([CH3:21])(=[O:20])=[O:19].B(Br)(Br)Br.CO. Product: [F:1][C:2]1[CH:7]=[CH:6][C:5]([C:8]2[CH:9]=[C:10]([CH:13]=[CH:14][C:15]=2[OH:16])[CH:11]=[O:12])=[CH:4][C:3]=1[S:18]([CH3:21])(=[O:19])=[O:20]. The catalyst class is: 2.